Dataset: Forward reaction prediction with 1.9M reactions from USPTO patents (1976-2016). Task: Predict the product of the given reaction. (1) Given the reactants [Br:1][C:2]1[CH:34]=[CH:33][C:5]([O:6][C:7]2[CH:12]=[CH:11][C:10]([CH2:13][N:14]([CH2:16][C@H:17]3[CH2:21][CH2:20][CH2:19][N:18]3[CH2:22][C:23]3[CH:32]=[CH:31][C:26]([C:27]([O:29]C)=[O:28])=[CH:25][CH:24]=3)[CH3:15])=[CH:9][CH:8]=2)=[CH:4][CH:3]=1.[OH-].[Li+], predict the reaction product. The product is: [Br:1][C:2]1[CH:3]=[CH:4][C:5]([O:6][C:7]2[CH:12]=[CH:11][C:10]([CH2:13][N:14]([CH2:16][C@H:17]3[CH2:21][CH2:20][CH2:19][N:18]3[CH2:22][C:23]3[CH:24]=[CH:25][C:26]([C:27]([OH:29])=[O:28])=[CH:31][CH:32]=3)[CH3:15])=[CH:9][CH:8]=2)=[CH:33][CH:34]=1. (2) Given the reactants CC(C[AlH]CC(C)C)C.[CH2:10]([C@H:16]1[CH2:33][C@@:31]2([CH3:32])[C@@H:27]([CH2:28][CH2:29][C@@H:30]2[OH:34])[C@@:26]2([CH:35]=[CH2:36])[C@H:17]1[C:18]1[CH:19]=[CH:20][C:21]([O:37]C)=[CH:22][C:23]=1[CH2:24][CH2:25]2)[CH2:11][CH2:12][CH2:13][CH2:14][CH3:15].C(O)C.Cl, predict the reaction product. The product is: [CH2:10]([C@H:16]1[CH2:33][C@@:31]2([CH3:32])[C@@H:27]([CH2:28][CH2:29][C@@H:30]2[OH:34])[C@@:26]2([CH:35]=[CH2:36])[C@H:17]1[C:18]1[CH:19]=[CH:20][C:21]([OH:37])=[CH:22][C:23]=1[CH2:24][CH2:25]2)[CH2:11][CH2:12][CH2:13][CH2:14][CH3:15]. (3) Given the reactants B(Br)(Br)Br.C[O:6][C:7]1[C:12]([C:13]2[CH:18]=[CH:17][CH:16]=[CH:15][CH:14]=2)=[C:11]([O:19]C)[CH:10]=[CH:9][C:8]=1[CH2:21][CH2:22][C:23]([OH:25])=[O:24].[CH2:26](Cl)Cl, predict the reaction product. The product is: [OH:6][C:7]1[C:12]([C:13]2[CH:18]=[CH:17][CH:16]=[CH:15][CH:14]=2)=[C:11]([OH:19])[CH:10]=[CH:9][C:8]=1[CH2:21][CH2:22][C:23]([O:25][CH3:26])=[O:24]. (4) Given the reactants [Cl:1][C:2]1[CH:7]=[C:6]([NH:8][CH2:9][CH2:10][CH2:11][C:12]2[CH:17]=[CH:16][CH:15]=[CH:14][CH:13]=2)[C:5]([NH2:18])=[CH:4][C:3]=1[CH3:19].[NH:20]1[C:28](=[O:29])[C:26](=O)[C:24](=O)[NH:23][C:21]1=[O:22].B(O)(O)O, predict the reaction product. The product is: [Cl:1][C:2]1[C:3]([CH3:19])=[CH:4][C:5]2[N:18]=[C:26]3[C:24]([N:8]([CH2:9][CH2:10][CH2:11][C:12]4[CH:17]=[CH:16][CH:15]=[CH:14][CH:13]=4)[C:6]=2[CH:7]=1)=[N:23][C:21](=[O:22])[NH:20][C:28]3=[O:29]. (5) Given the reactants [P:1]([O-:19])([O:11][CH2:12]C1C=CC=CC=1)([O:3][CH2:4][C:5]1[CH:10]=[CH:9][CH:8]=[CH:7][CH:6]=1)=[O:2].[C:20](=[O:28])([O:24][CH:25]([CH3:27])[CH3:26])[O:21]CI.C(=O)([O-])[O-].[Cs+].[Cs+], predict the reaction product. The product is: [C:20](=[O:21])([O:24][CH:25]([CH3:27])[CH3:26])[O:28][CH2:12][O:11][P:1]([O:3][CH2:4][C:5]1[CH:6]=[CH:7][CH:8]=[CH:9][CH:10]=1)([OH:19])=[O:2]. (6) Given the reactants O=C1C2C=CC=CC=2C(=O)[N:3]1[CH2:12][C@@H:13]([NH:21][C:22]([NH:24][NH:25][C:26]([C:28]1[CH:29]=[C:30]2[C:34](=[CH:35][CH:36]=1)[NH:33][N:32]=[C:31]2[CH3:37])=O)=[S:23])[CH2:14][C:15]1[CH:20]=[CH:19][CH:18]=[CH:17][CH:16]=1.N[C@@H](CC1C=CC=CC=1)CN1C(=O)C2C=CC=CC=2C1=O.CC1C2C(=CC=C(C(NN)=O)C=2)NN=1, predict the reaction product. The product is: [NH2:3][CH2:12][C@@H:13]([NH:21][C:22]1[S:23][C:26]([C:28]2[CH:29]=[C:30]3[C:34](=[CH:35][CH:36]=2)[NH:33][N:32]=[C:31]3[CH3:37])=[N:25][N:24]=1)[CH2:14][C:15]1[CH:20]=[CH:19][CH:18]=[CH:17][CH:16]=1. (7) Given the reactants [Br:1][C:2]1[CH:7]=[CH:6][C:5]([C:8]2([C:11]([OH:13])=O)[CH2:10][CH2:9]2)=[CH:4][CH:3]=1.CN(C)C=O.CC1(C)C2CCC1(CS(O)(=O)=O)C(=O)C2.[NH:34]1[CH2:38][CH2:37][C@@:36]2([C:42]3[CH:43]=[CH:44][CH:45]=[CH:46][C:41]=3[C:40](=[O:47])[O:39]2)[CH2:35]1.F[P-](F)(F)(F)(F)F.N1(O[P+](N(C)C)(N(C)C)N(C)C)C2C=CC=CC=2N=N1.C(N(CC)C(C)C)(C)C, predict the reaction product. The product is: [Br:1][C:2]1[CH:3]=[CH:4][C:5]([C:8]2([C:11]([N:34]3[CH2:38][CH2:37][C@@:36]4([C:42]5[CH:43]=[CH:44][CH:45]=[CH:46][C:41]=5[C:40](=[O:47])[O:39]4)[CH2:35]3)=[O:13])[CH2:9][CH2:10]2)=[CH:6][CH:7]=1.